From a dataset of Peptide-MHC class I binding affinity with 185,985 pairs from IEDB/IMGT. Regression. Given a peptide amino acid sequence and an MHC pseudo amino acid sequence, predict their binding affinity value. This is MHC class I binding data. (1) The peptide sequence is HQKKNEISF. The MHC is HLA-A02:19 with pseudo-sequence HLA-A02:19. The binding affinity (normalized) is 0.0847. (2) The peptide sequence is KTSIGLLCVT. The MHC is HLA-B57:01 with pseudo-sequence HLA-B57:01. The binding affinity (normalized) is 0.0903. (3) The peptide sequence is RQFPTDFEF. The MHC is Mamu-B52 with pseudo-sequence Mamu-B52. The binding affinity (normalized) is 0.765. (4) The peptide sequence is TLYAVATTFV. The MHC is HLA-A02:03 with pseudo-sequence HLA-A02:03. The binding affinity (normalized) is 0.910. (5) The binding affinity (normalized) is 0.0847. The MHC is HLA-B15:01 with pseudo-sequence HLA-B15:01. The peptide sequence is ALYWALMES. (6) The peptide sequence is TLISLNSMYT. The MHC is HLA-A68:02 with pseudo-sequence HLA-A68:02. The binding affinity (normalized) is 0.151. (7) The peptide sequence is SYEHQTPFEI. The MHC is HLA-A23:01 with pseudo-sequence HLA-A23:01. The binding affinity (normalized) is 0.367. (8) The peptide sequence is GVGAPTTTY. The MHC is HLA-A02:01 with pseudo-sequence HLA-A02:01. The binding affinity (normalized) is 0.0847.